Dataset: Forward reaction prediction with 1.9M reactions from USPTO patents (1976-2016). Task: Predict the product of the given reaction. (1) Given the reactants O.[C:2]([OH:6])(=[O:5])[CH:3]=O.[CH3:7][C@@H:8]1[CH2:13][CH2:12][C@H:11]([O:14][C:15]2[C:16]([C:28]([F:31])([F:30])[F:29])=[C:17]3[C:22](=[CH:23][CH:24]=2)[CH:21]=[C:20](B(O)O)[CH:19]=[CH:18]3)[CH2:10][CH2:9]1.Cl.[CH:33]12[NH:41][CH:37]([CH2:38][CH2:39][CH2:40]1)[CH2:36][CH2:35][CH2:34]2.C(N(CC)C(C)C)(C)C, predict the reaction product. The product is: [CH:37]12[N:41]([CH:3]([C:20]3[CH:19]=[CH:18][C:17]4[C:22](=[CH:23][CH:24]=[C:15]([O:14][C@H:11]5[CH2:10][CH2:9][C@@H:8]([CH3:7])[CH2:13][CH2:12]5)[C:16]=4[C:28]([F:30])([F:31])[F:29])[CH:21]=3)[C:2]([OH:6])=[O:5])[CH:33]([CH2:40][CH2:39][CH2:38]1)[CH2:34][CH2:35][CH2:36]2. (2) Given the reactants [Cl:1][C:2]1[CH:3]=[CH:4][C:5]([NH:8][C:9]([C:11]2[CH:16]=[CH:15][CH:14]=[C:13]([O:17][CH3:18])[C:12]=2[N+:19]([O-])=O)=[O:10])=[N:6][CH:7]=1.S(S([O-])=O)([O-])=O.[Na+].[Na+], predict the reaction product. The product is: [Cl:1][C:2]1[CH:3]=[CH:4][C:5]([NH:8][C:9]([C:11]2[CH:16]=[CH:15][CH:14]=[C:13]([O:17][CH3:18])[C:12]=2[NH2:19])=[O:10])=[N:6][CH:7]=1. (3) Given the reactants [Cl:1][C:2]1[CH:3]=[C:4]([CH:7]=[CH:8][CH:9]=1)[C:5]#[N:6].[CH2:10]([OH:12])[CH3:11].Cl, predict the reaction product. The product is: [ClH:1].[Cl:1][C:2]1[CH:3]=[C:4]([CH:7]=[CH:8][CH:9]=1)[C:5](=[NH:6])[O:12][CH2:10][CH3:11]. (4) Given the reactants [F:1][C:2]1[CH:7]=[CH:6][C:5]([N:8]2[C:16]3[CH2:15][CH2:14][CH2:13][N:12]([C:17](=[O:31])[CH:18]([N:21]4[C:25]([CH3:26])=[CH:24][C:23]([C:27](O)([CH3:29])[CH3:28])=[N:22]4)[CH2:19][CH3:20])[C:11]=3[CH:10]=[N:9]2)=[CH:4][CH:3]=1.Cl, predict the reaction product. The product is: [F:1][C:2]1[CH:3]=[CH:4][C:5]([N:8]2[C:16]3[CH2:15][CH2:14][CH2:13][N:12]([C:17](=[O:31])[CH:18]([N:21]4[C:25]([CH3:26])=[CH:24][C:23]([C:27]([CH3:29])=[CH2:28])=[N:22]4)[CH2:19][CH3:20])[C:11]=3[CH:10]=[N:9]2)=[CH:6][CH:7]=1. (5) Given the reactants [CH3:1][C@@H:2]1[CH2:7][NH:6][CH2:5][CH2:4][NH:3]1.Br[CH2:9][C:10]1[CH:15]=[CH:14][C:13]([C:16]([OH:25])([C:21]([F:24])([F:23])[F:22])[C:17]([F:20])([F:19])[F:18])=[CH:12][CH:11]=1.C(=O)([O-])[O-].[K+].[K+], predict the reaction product. The product is: [F:18][C:17]([F:19])([F:20])[C:16]([C:13]1[CH:14]=[CH:15][C:10]([CH2:9][N:6]2[CH2:5][CH2:4][NH:3][C@H:2]([CH3:1])[CH2:7]2)=[CH:11][CH:12]=1)([OH:25])[C:21]([F:22])([F:24])[F:23]. (6) Given the reactants [CH2:1]([O:8][C:9]1[C:18]2[C:13](=[CH:14][CH:15]=[C:16]([Br:19])[CH:17]=2)[N:12]=[C:11](Cl)[N:10]=1)[C:2]1[CH:7]=[CH:6][CH:5]=[CH:4][CH:3]=1.[S:21]1[C:27]2[CH:28]=[CH:29][CH:30]=[CH:31][C:26]=2[CH2:25][NH:24][CH2:23][CH2:22]1, predict the reaction product. The product is: [CH2:1]([O:8][C:9]1[C:18]2[C:13](=[CH:14][CH:15]=[C:16]([Br:19])[CH:17]=2)[N:12]=[C:11]([N:24]2[CH2:25][C:26]3[CH:31]=[CH:30][CH:29]=[CH:28][C:27]=3[S:21][CH2:22][CH2:23]2)[N:10]=1)[C:2]1[CH:7]=[CH:6][CH:5]=[CH:4][CH:3]=1. (7) Given the reactants NCCC[Si:5]([O:12][CH2:13][CH3:14])([O:9][CH2:10][CH3:11])[O:6][CH2:7][CH3:8].[CH2:15]1[CH2:35][N:34]2[C:18]3[C:19]([CH2:31][CH2:32][CH2:33]2)=[C:20]2[O:27][C:25](=[O:26])[C:24]([C:28]([OH:30])=[O:29])=[CH:23][C:21]2=[CH:22][C:17]=3[CH2:16]1.C(N(CC)CC)C.CN(C)CCCN=C=NCC.O.ON1C2C=CC=CC=2N=N1, predict the reaction product. The product is: [CH2:15]1[CH2:35][N:34]2[C:18]3[C:19]([CH2:31][CH2:32][CH2:33]2)=[C:20]2[O:27][C:25](=[O:26])[C:24]([C:28]([OH:30])=[O:29])=[CH:23][C:21]2=[CH:22][C:17]=3[CH2:16]1.[CH2:7]([O:6][SiH:5]([O:12][CH2:13][CH3:14])[O:9][CH2:10][CH3:11])[CH3:8]. (8) Given the reactants [CH3:1][O:2][C:3]1[CH:8]=[CH:7][CH:6]=[CH:5][C:4]=1[N:9]([CH2:20][C:21](O)=[O:22])[S:10]([C:13]1[C:18]([CH3:19])=[CH:17][CH:16]=[CH:15][N:14]=1)(=[O:12])=[O:11].[CH2:24]([NH:26][CH2:27][C:28]1[CH:33]=[CH:32][CH:31]=[C:30]([CH3:34])[N:29]=1)[CH3:25], predict the reaction product. The product is: [CH2:24]([N:26]([CH2:27][C:28]1[CH:33]=[CH:32][CH:31]=[C:30]([CH3:34])[N:29]=1)[C:21](=[O:22])[CH2:20][N:9]([C:4]1[CH:5]=[CH:6][CH:7]=[CH:8][C:3]=1[O:2][CH3:1])[S:10]([C:13]1[C:18]([CH3:19])=[CH:17][CH:16]=[CH:15][N:14]=1)(=[O:12])=[O:11])[CH3:25]. (9) The product is: [N:11]1([CH2:16][C:17]([N:19]2[CH2:23][C@H:22]([N:24]3[CH2:9][C:4]4[C:3](=[CH:8][CH:7]=[CH:6][CH:5]=4)[CH2:2]3)[CH2:21][C@H:20]2[C:25]([NH:27][C:28]2[CH:29]=[CH:30][C:31]([O:34][C:35]3[CH:36]=[CH:37][C:38]([F:41])=[CH:39][CH:40]=3)=[CH:32][CH:33]=2)=[O:26])=[O:18])[CH:15]=[N:14][CH:13]=[N:12]1. Given the reactants Br[CH2:2][C:3]1[CH:8]=[CH:7][CH:6]=[CH:5][C:4]=1[CH2:9]Br.[N:11]1([CH2:16][C:17]([N:19]2[CH2:23][C@H:22]([NH2:24])[CH2:21][C@H:20]2[C:25]([NH:27][C:28]2[CH:33]=[CH:32][C:31]([O:34][C:35]3[CH:40]=[CH:39][C:38]([F:41])=[CH:37][CH:36]=3)=[CH:30][CH:29]=2)=[O:26])=[O:18])[CH:15]=[N:14][CH:13]=[N:12]1, predict the reaction product.